Predict the reactants needed to synthesize the given product. From a dataset of Full USPTO retrosynthesis dataset with 1.9M reactions from patents (1976-2016). (1) Given the product [CH:1]1([CH2:6][C@H:7]([CH2:11][N:12]([CH:21]=[O:22])[O:13][CH2:14][C:15]2[CH:20]=[CH:19][CH:18]=[CH:17][CH:16]=2)[C:8]([N:34]2[C@H:35]([C:38]([OH:40])=[O:39])[CH2:36][CH2:37][N:33]2[C:31]([O:30][CH2:29][C:23]2[CH:28]=[CH:27][CH:26]=[CH:25][CH:24]=2)=[O:32])=[O:9])[CH2:5][CH2:4][CH2:3][CH2:2]1, predict the reactants needed to synthesize it. The reactants are: [CH:1]1([CH2:6][C@H:7]([CH2:11][N:12]([CH:21]=[O:22])[O:13][CH2:14][C:15]2[CH:20]=[CH:19][CH:18]=[CH:17][CH:16]=2)[C:8](F)=[O:9])[CH2:5][CH2:4][CH2:3][CH2:2]1.[C:23]1([CH2:29][O:30][C:31]([N:33]2[CH2:37][CH2:36][C@@H:35]([C:38]([OH:40])=[O:39])[NH:34]2)=[O:32])[CH:28]=[CH:27][CH:26]=[CH:25][CH:24]=1.CCN(C(C)C)C(C)C.C(O)(=O)C. (2) Given the product [CH2:8]([CH:9]1[CH2:10][NH:11][C:26]([C:25]2[CH:29]=[CH:30][N:31]=[C:23]([NH:22][C:14](=[O:21])[C:15]3[CH:16]=[CH:17][CH:18]=[CH:19][CH:20]=3)[CH:24]=2)=[N:12]1)[CH:7]([CH3:13])[CH3:6], predict the reactants needed to synthesize it. The reactants are: NCC(N)C.[CH3:6][CH:7]([CH3:13])[CH2:8][C@H:9]([NH2:12])[CH2:10][NH2:11].[C:14]([NH:22][C:23]1[CH:24]=[C:25]([CH:29]=[CH:30][N:31]=1)[C:26](O)=O)(=[O:21])[C:15]1[CH:20]=[CH:19][CH:18]=[CH:17][CH:16]=1.